Dataset: Reaction yield outcomes from USPTO patents with 853,638 reactions. Task: Predict the reaction yield, written as a fraction of the theoretical maximum amount of product (1.0 means a 100% yield; for example, 0.34 means a 34% yield). (1) The reactants are [Cl:1][C:2]1[CH:7]=[CH:6][C:5]([C:8]#[C:9][CH2:10][CH2:11][CH2:12][OH:13])=[CH:4][CH:3]=1.[C:14]1([CH3:24])[CH:19]=[CH:18][C:17]([S:20](Cl)(=[O:22])=[O:21])=[CH:16][CH:15]=1.C(N(CC)CC)C. The catalyst is CN(C)C1C=CN=CC=1.ClCCl. The product is [C:14]1([CH3:24])[CH:19]=[CH:18][C:17]([S:20]([O:13][CH2:12][CH2:11][CH2:10][C:9]#[C:8][C:5]2[CH:4]=[CH:3][C:2]([Cl:1])=[CH:7][CH:6]=2)(=[O:22])=[O:21])=[CH:16][CH:15]=1. The yield is 0.490. (2) The reactants are [O:1]=[C:2]1[N:7]([CH2:8][C:9]2[CH:14]=[CH:13][CH:12]=[CH:11][CH:10]=2)[CH2:6][C:5](=[O:15])[N:4]([CH2:16][C:17]2[CH:22]=[CH:21][CH:20]=[CH:19][CH:18]=2)[CH:3]1[C:23]1([OH:34])[CH2:26][N:25](C(OC(C)(C)C)=O)[CH2:24]1.Cl.O1CCOCC1. The catalyst is CO. The product is [OH:34][C:23]1([CH:3]2[N:4]([CH2:16][C:17]3[CH:22]=[CH:21][CH:20]=[CH:19][CH:18]=3)[C:5](=[O:15])[CH2:6][N:7]([CH2:8][C:9]3[CH:14]=[CH:13][CH:12]=[CH:11][CH:10]=3)[C:2]2=[O:1])[CH2:26][NH:25][CH2:24]1. The yield is 0.610.